Task: Predict which catalyst facilitates the given reaction.. Dataset: Catalyst prediction with 721,799 reactions and 888 catalyst types from USPTO Reactant: [Li]CCCC.[F:6][C:7]1[CH:12]=[CH:11][C:10]([C:13]2[O:17][CH:16]=[N:15][CH:14]=2)=[CH:9][CH:8]=1.CN([CH:21]=[O:22])C.Cl. Product: [F:6][C:7]1[CH:8]=[CH:9][C:10]([C:13]2[O:17][C:16]([CH:21]=[O:22])=[N:15][CH:14]=2)=[CH:11][CH:12]=1. The catalyst class is: 116.